The task is: Predict which catalyst facilitates the given reaction.. This data is from Catalyst prediction with 721,799 reactions and 888 catalyst types from USPTO. (1) Reactant: [F:1][C:2]1[CH:7]=[CH:6][C:5]([C:8]2[C:13]([CH2:14][OH:15])=[CH:12][N:11]=[C:10](SC)[N:9]=2)=[CH:4][CH:3]=1. Product: [F:1][C:2]1[CH:3]=[CH:4][C:5]([C:8]2[C:13]([CH2:14][OH:15])=[CH:12][N:11]=[CH:10][N:9]=2)=[CH:6][CH:7]=1. The catalyst class is: 470. (2) Reactant: [CH3:1][C:2]1([CH3:10])[CH2:7][C:6](=[O:8])[CH2:5][C:4](=[O:9])[CH2:3]1.C(=O)([O-])[O-].[Na+].[Na+].O.[S:18](O[S:18]([C:21]([F:24])([F:23])[F:22])(=[O:20])=[O:19])([C:21]([F:24])([F:23])[F:22])(=[O:20])=[O:19]. Product: [F:22][C:21]([F:24])([F:23])[S:18]([O:8][C:6]1[CH2:7][C:2]([CH3:10])([CH3:1])[CH2:3][C:4](=[O:9])[CH:5]=1)(=[O:20])=[O:19]. The catalyst class is: 2. (3) Reactant: [CH3:1][C:2]1[O:6][C:5]([C:7]2[CH:12]=[CH:11][CH:10]=[CH:9][CH:8]=2)=[N:4][C:3]=1[CH2:13][CH2:14][OH:15].[Br:16][CH2:17][CH2:18][CH2:19][CH2:20][CH2:21]Br.[OH-].[Na+].[Br-].C([NH+](CCCC)CCCC)CCC. Product: [CH3:1][C:2]1[O:6][C:5]([C:7]2[CH:12]=[CH:11][CH:10]=[CH:9][CH:8]=2)=[N:4][C:3]=1[CH2:13][CH2:14][O:15][CH2:21][CH2:20][CH2:19][CH2:18][CH2:17][Br:16]. The catalyst class is: 28. (4) Product: [C:1]([C:5]1[CH:6]=[CH:7][C:8]([CH2:9][O:10][C:11]2[CH:16]=[CH:15][CH:14]=[CH:13][C:12]=2/[CH:17]=[CH:18]/[CH:19]([CH2:32][C:33]2[CH:38]=[C:37]([F:39])[C:36]([OH:40])=[C:35]([F:51])[CH:34]=2)[CH2:20][CH2:21][C:22]2[CH:31]=[CH:30][C:25]([C:26]([O:28][CH3:29])=[O:27])=[CH:24][CH:23]=2)=[CH:52][CH:53]=1)([CH3:4])([CH3:2])[CH3:3]. Reactant: [C:1]([C:5]1[CH:53]=[CH:52][C:8]([CH2:9][O:10][C:11]2[CH:16]=[CH:15][CH:14]=[CH:13][C:12]=2/[CH:17]=[CH:18]/[CH:19]([CH2:32][C:33]2[CH:38]=[C:37]([F:39])[C:36]([O:40][Si](C(C)C)(C(C)C)C(C)C)=[C:35]([F:51])[CH:34]=2)[CH2:20][CH2:21][C:22]2[CH:31]=[CH:30][C:25]([C:26]([O:28][CH3:29])=[O:27])=[CH:24][CH:23]=2)=[CH:7][CH:6]=1)([CH3:4])([CH3:3])[CH3:2].[F-].C([N+](CCCC)(CCCC)CCCC)CCC. The catalyst class is: 1. (5) Reactant: [CH3:1][O:2][C:3](=[O:12])[C:4]1[CH:9]=[CH:8][C:7]([CH3:10])=[C:6](Br)[CH:5]=1.[OH:13][C:14]([C:16]1[CH:21]=[CH:20][C:19](B(O)O)=[CH:18][CH:17]=1)=[O:15].C(=O)([O-])[O-].[Cs+].[Cs+]. Product: [CH3:1][O:2][C:3]([C:4]1[CH:5]=[C:6]([C:19]2[CH:20]=[CH:21][C:16]([C:14]([OH:15])=[O:13])=[CH:17][CH:18]=2)[C:7]([CH3:10])=[CH:8][CH:9]=1)=[O:12]. The catalyst class is: 57. (6) Reactant: [C:1]([OH:15])(=[O:14])[C:2]1[CH:13]=[C:9](C(O)=O)[CH:8]=[C:4]([C:5]([OH:7])=[O:6])[CH:3]=1.C(N(CC)CC)C.C(OCCOC(=O)C(C)=C)(=O)C(C)=C.N(C(C)(CC(C)C)C#N)=NC(C)(CC(C)C)C#N. Product: [C:1]([OH:15])(=[O:14])[C:2]1[CH:13]=[CH:9][CH:8]=[C:4]([C:5]([OH:7])=[O:6])[CH:3]=1. The catalyst class is: 9.